From a dataset of NCI-60 drug combinations with 297,098 pairs across 59 cell lines. Regression. Given two drug SMILES strings and cell line genomic features, predict the synergy score measuring deviation from expected non-interaction effect. (1) Drug 1: CNC(=O)C1=CC=CC=C1SC2=CC3=C(C=C2)C(=NN3)C=CC4=CC=CC=N4. Drug 2: C1=CC(=CC=C1CC(C(=O)O)N)N(CCCl)CCCl.Cl. Cell line: A498. Synergy scores: CSS=7.90, Synergy_ZIP=-1.95, Synergy_Bliss=0.343, Synergy_Loewe=-3.01, Synergy_HSA=-2.09. (2) Drug 1: CC12CCC(CC1=CCC3C2CCC4(C3CC=C4C5=CN=CC=C5)C)O. Drug 2: CC1C(C(CC(O1)OC2CC(CC3=C2C(=C4C(=C3O)C(=O)C5=CC=CC=C5C4=O)O)(C(=O)C)O)N)O. Cell line: OVCAR-5. Synergy scores: CSS=38.5, Synergy_ZIP=0.900, Synergy_Bliss=-1.86, Synergy_Loewe=-20.5, Synergy_HSA=-0.509.